Dataset: NCI-60 drug combinations with 297,098 pairs across 59 cell lines. Task: Regression. Given two drug SMILES strings and cell line genomic features, predict the synergy score measuring deviation from expected non-interaction effect. (1) Drug 1: CC(C1=C(C=CC(=C1Cl)F)Cl)OC2=C(N=CC(=C2)C3=CN(N=C3)C4CCNCC4)N. Drug 2: C1CCN(CC1)CCOC2=CC=C(C=C2)C(=O)C3=C(SC4=C3C=CC(=C4)O)C5=CC=C(C=C5)O. Cell line: SF-268. Synergy scores: CSS=16.7, Synergy_ZIP=7.46, Synergy_Bliss=16.8, Synergy_Loewe=12.2, Synergy_HSA=12.7. (2) Drug 1: C(CCl)NC(=O)N(CCCl)N=O. Drug 2: COCCOC1=C(C=C2C(=C1)C(=NC=N2)NC3=CC=CC(=C3)C#C)OCCOC.Cl. Cell line: SK-MEL-2. Synergy scores: CSS=18.3, Synergy_ZIP=4.89, Synergy_Bliss=11.9, Synergy_Loewe=2.66, Synergy_HSA=6.32. (3) Drug 1: CN(C(=O)NC(C=O)C(C(C(CO)O)O)O)N=O. Drug 2: CCC1(C2=C(COC1=O)C(=O)N3CC4=CC5=C(C=CC(=C5CN(C)C)O)N=C4C3=C2)O.Cl. Cell line: EKVX. Synergy scores: CSS=2.71, Synergy_ZIP=-4.26, Synergy_Bliss=-7.49, Synergy_Loewe=-5.97, Synergy_HSA=-4.55. (4) Drug 1: C1=NNC2=C1C(=O)NC=N2. Drug 2: CC(C)CN1C=NC2=C1C3=CC=CC=C3N=C2N. Cell line: CCRF-CEM. Synergy scores: CSS=5.06, Synergy_ZIP=-2.72, Synergy_Bliss=0.0940, Synergy_Loewe=0.494, Synergy_HSA=0.519.